From a dataset of Blood-brain barrier permeability classification from the B3DB database. Regression/Classification. Given a drug SMILES string, predict its absorption, distribution, metabolism, or excretion properties. Task type varies by dataset: regression for continuous measurements (e.g., permeability, clearance, half-life) or binary classification for categorical outcomes (e.g., BBB penetration, CYP inhibition). Dataset: b3db_classification. The drug is NCc1ccccc1CC(=O)N[C@@H]1C(=O)N2C(C(=O)O)=C(CSc3nnnn3CC(=O)O)CS[C@H]12. The result is 0 (does not penetrate BBB).